This data is from Full USPTO retrosynthesis dataset with 1.9M reactions from patents (1976-2016). The task is: Predict the reactants needed to synthesize the given product. (1) Given the product [CH:1]([O:4][C:5](=[O:28])[NH:6][C@@H:7]1[CH2:27][C:10]2[N:11]([CH2:20][C:21]3[CH:26]=[CH:25][CH:24]=[CH:23][N:22]=3)[C:12]3[CH:13]=[CH:14][C:15]([CH:18]=[N:34][O:33][CH3:32])=[CH:16][C:17]=3[C:9]=2[CH2:8]1)([CH3:3])[CH3:2], predict the reactants needed to synthesize it. The reactants are: [CH:1]([O:4][C:5](=[O:28])[NH:6][C@@H:7]1[CH2:27][C:10]2[N:11]([CH2:20][C:21]3[CH:26]=[CH:25][CH:24]=[CH:23][N:22]=3)[C:12]3[CH:13]=[CH:14][C:15]([CH:18]=O)=[CH:16][C:17]=3[C:9]=2[CH2:8]1)([CH3:3])[CH3:2].[OH-].[Na+].Cl.[CH3:32][O:33][NH2:34]. (2) Given the product [CH:1]([C:4]1([CH:15]([OH:19])[CH2:16][CH2:17][CH3:18])[S:9][CH2:8][CH2:7][CH2:6][S:5]1)([CH3:3])[CH3:2], predict the reactants needed to synthesize it. The reactants are: [CH:1]([CH:4]1[S:9][CH2:8][CH2:7][CH2:6][S:5]1)([CH3:3])[CH3:2].C([Li])CCC.[CH:15](=[O:19])[CH2:16][CH2:17][CH3:18]. (3) Given the product [Br:1][C:2]1[CH:7]=[CH:6][C:5]2[S:8][C:9]3[CH2:10][CH2:11][N:12]([C:17]([O:19][CH2:20][CH3:21])=[O:18])[CH2:13][CH2:14][C:15]=3[C:4]=2[CH:3]=1, predict the reactants needed to synthesize it. The reactants are: [Br:1][C:2]1[CH:7]=[CH:6][C:5]([S:8][CH:9]2[C:15](=O)[CH2:14][CH2:13][N:12]([C:17]([O:19][CH2:20][CH3:21])=[O:18])[CH2:11][CH2:10]2)=[CH:4][CH:3]=1.